The task is: Predict the product of the given reaction.. This data is from Forward reaction prediction with 1.9M reactions from USPTO patents (1976-2016). (1) Given the reactants [C:1]([O:5][C:6]([N:8]1[CH2:14][CH2:13][C:12]2[C:15]([CH2:20][SH:21])=[C:16]([Cl:19])[CH:17]=[CH:18][C:11]=2[CH2:10][CH2:9]1)=[O:7])([CH3:4])([CH3:3])[CH3:2].Br[C:23]1[S:27][C:26]([NH:28][CH2:29][CH:30]2[CH2:32][CH2:31]2)=[N:25][CH:24]=1.C(=O)([O-])[O-].[Cs+].[Cs+], predict the reaction product. The product is: [C:1]([O:5][C:6]([N:8]1[CH2:14][CH2:13][C:12]2[C:15]([CH2:20][S:21][C:23]3[S:27][C:26]([NH:28][CH2:29][CH:30]4[CH2:32][CH2:31]4)=[N:25][CH:24]=3)=[C:16]([Cl:19])[CH:17]=[CH:18][C:11]=2[CH2:10][CH2:9]1)=[O:7])([CH3:4])([CH3:2])[CH3:3]. (2) Given the reactants [CH2:1]([O:3][C:4](=[O:38])[C:5]1[CH:10]=[CH:9][C:8]([N:11]2[CH:15]=[C:14]([C:16]3[CH:21]=[CH:20][C:19]([Cl:22])=[CH:18][C:17]=3[Cl:23])[N:13]=[C:12]2[CH2:24][C:25]2[CH:30]=[CH:29][C:28]([C:31]3[CH:36]=[CH:35][C:34]([OH:37])=[CH:33][CH:32]=3)=[CH:27][CH:26]=2)=[CH:7][CH:6]=1)[CH3:2].[CH3:39][S:40]([C:43]1[CH:44]=[C:45](B(O)O)[CH:46]=[CH:47][CH:48]=1)(=[O:42])=[O:41], predict the reaction product. The product is: [CH2:1]([O:3][C:4](=[O:38])[C:5]1[CH:6]=[CH:7][C:8]([N:11]2[CH:15]=[C:14]([C:16]3[CH:21]=[CH:20][C:19]([Cl:22])=[CH:18][C:17]=3[Cl:23])[N:13]=[C:12]2[CH2:24][C:25]2[CH:30]=[CH:29][C:28]([C:31]3[CH:32]=[CH:33][C:34]([O:37][C:46]4[CH:45]=[CH:44][C:43]([S:40]([CH3:39])(=[O:42])=[O:41])=[CH:48][CH:47]=4)=[CH:35][CH:36]=3)=[CH:27][CH:26]=2)=[CH:9][CH:10]=1)[CH3:2]. (3) Given the reactants [Li+].C[Si]([N-][Si](C)(C)C)(C)C.C(OC(=O)[N:17]([C:29]1[CH:34]=[C:33]([CH3:35])[CH:32]=[C:31]([CH3:36])[CH:30]=1)[C:18]1[N:23]=[C:22]([C:24]2[N:25]=[CH:26][S:27][CH:28]=2)[CH:21]=[CH:20][N:19]=1)(C)(C)C.CN([CH:41]=[O:42])C.[BH4-].[Na+], predict the reaction product. The product is: [CH3:35][C:33]1[CH:34]=[C:29]([NH:17][C:18]2[N:23]=[C:22]([C:24]3[N:25]=[C:26]([CH2:41][OH:42])[S:27][CH:28]=3)[CH:21]=[CH:20][N:19]=2)[CH:30]=[C:31]([CH3:36])[CH:32]=1. (4) Given the reactants CO[CH:3]([N:6]([CH3:8])[CH3:7])OC.[C:9]([C:12]1[CH:13]=[C:14]([CH:19]=[CH:20][CH:21]=1)[C:15]([O:17][CH3:18])=[O:16])(=[O:11])[CH3:10].CO, predict the reaction product. The product is: [CH3:8][N:6]([CH3:7])[CH:3]=[CH:10][C:9]([C:12]1[CH:13]=[C:14]([CH:19]=[CH:20][CH:21]=1)[C:15]([O:17][CH3:18])=[O:16])=[O:11]. (5) Given the reactants [CH3:1][N:2]1[C:10]2[C:5](=[CH:6][C:7]([CH2:11][NH:12][NH:13][C:14]([C:16]3[S:20][C:19]([C:21]4[CH:26]=[CH:25][C:24]([Cl:27])=[CH:23][C:22]=4[O:28][CH3:29])=[N:18][C:17]=3[CH3:30])=[O:15])=[CH:8][CH:9]=2)[CH:4]=[CH:3]1.C=O.B.N1C=CC=C[CH:35]=1.Cl.[OH-].[Na+], predict the reaction product. The product is: [CH3:35][N:12]([CH2:11][C:7]1[CH:6]=[C:5]2[C:10](=[CH:9][CH:8]=1)[N:2]([CH3:1])[CH:3]=[CH:4]2)[NH:13][C:14]([C:16]1[S:20][C:19]([C:21]2[CH:26]=[CH:25][C:24]([Cl:27])=[CH:23][C:22]=2[O:28][CH3:29])=[N:18][C:17]=1[CH3:30])=[O:15].